Dataset: Full USPTO retrosynthesis dataset with 1.9M reactions from patents (1976-2016). Task: Predict the reactants needed to synthesize the given product. (1) Given the product [CH3:27][C:28]1[C:32]([C:2]2[CH:20]=[CH:19][C:5]3[N:6]([C:13]4[CH:18]=[CH:17][CH:16]=[CH:15][CH:14]=4)[CH2:7][CH2:8][O:9][CH:10]([CH3:12])[CH2:11][C:4]=3[CH:3]=2)=[C:31]([CH3:36])[O:30][N:29]=1, predict the reactants needed to synthesize it. The reactants are: Br[C:2]1[CH:20]=[CH:19][C:5]2[N:6]([C:13]3[CH:18]=[CH:17][CH:16]=[CH:15][CH:14]=3)[CH2:7][CH2:8][O:9][CH:10]([CH3:12])[CH2:11][C:4]=2[CH:3]=1.C([O-])([O-])=O.[Na+].[Na+].[CH3:27][C:28]1[C:32](B(O)O)=[C:31]([CH3:36])[O:30][N:29]=1. (2) Given the product [Cl:1][C:2]1[CH:3]=[C:4]([C:12]2[O:14][N:48]=[C:31]([C:32]3[CH:40]=[CH:39][CH:38]=[C:37]4[C:33]=3[CH:34]=[CH:35][N:36]4[CH2:41][CH2:42][C:43]([O:45][CH2:46][CH3:47])=[O:44])[N:30]=2)[CH:5]=[N:6][C:7]=1[O:8][CH:9]([CH3:10])[CH3:11], predict the reactants needed to synthesize it. The reactants are: [Cl:1][C:2]1[CH:3]=[C:4]([C:12]([OH:14])=O)[CH:5]=[N:6][C:7]=1[O:8][CH:9]([CH3:11])[CH3:10].C(Cl)CCl.C1C=CC2N(O)N=NC=2C=1.O[NH:30][C:31](=[NH:48])[C:32]1[CH:40]=[CH:39][CH:38]=[C:37]2[C:33]=1[CH:34]=[CH:35][N:36]2[CH2:41][CH2:42][C:43]([O:45][CH2:46][CH3:47])=[O:44]. (3) Given the product [CH3:39][O:38][C:36](=[O:37])[C:35]1[CH:40]=[CH:41][C:32]([O:9][CH2:8][CH:7]([CH:1]2[CH2:6][CH2:5][CH2:4][CH2:3][CH2:2]2)[N:10]2[C:14]3[CH:15]=[C:16]([F:20])[C:17]([F:19])=[CH:18][C:13]=3[N:12]=[C:11]2[C:21]2[C:22]([O:29][CH3:30])=[N:23][C:24]([O:27][CH3:28])=[CH:25][CH:26]=2)=[N:33][CH:34]=1, predict the reactants needed to synthesize it. The reactants are: [CH:1]1([CH:7]([N:10]2[C:14]3[CH:15]=[C:16]([F:20])[C:17]([F:19])=[CH:18][C:13]=3[N:12]=[C:11]2[C:21]2[C:22]([O:29][CH3:30])=[N:23][C:24]([O:27][CH3:28])=[CH:25][CH:26]=2)[CH2:8][OH:9])[CH2:6][CH2:5][CH2:4][CH2:3][CH2:2]1.O[C:32]1[CH:41]=[CH:40][C:35]([C:36]([O:38][CH3:39])=[O:37])=[CH:34][N:33]=1.N(C(OC(C)(C)C)=O)=NC(OC(C)(C)C)=O. (4) Given the product [Br:1][C:2]1[C:10]2[C:9](=[O:11])[N:8]([CH2:23][CH2:22][C:20]3[N:21]=[C:15]4[CH:14]=[C:13]([F:12])[CH:18]=[CH:17][N:16]4[CH:19]=3)[N:7]=[CH:6][C:5]=2[S:4][CH:3]=1, predict the reactants needed to synthesize it. The reactants are: [Br:1][C:2]1[C:10]2[C:9](=[O:11])[NH:8][N:7]=[CH:6][C:5]=2[S:4][CH:3]=1.[F:12][C:13]1[CH:18]=[CH:17][N:16]2[CH:19]=[C:20]([CH2:22][CH2:23]O)[N:21]=[C:15]2[CH:14]=1.C1C=CC(P(C2C=CC=CC=2)C2C=CC=CC=2)=CC=1.CCOC(/N=N/C(OCC)=O)=O. (5) Given the product [C:1]([C:5]1[N:6]=[C:7]([N:16]2[CH2:20][CH2:19][C:18]([F:21])([F:22])[CH2:17]2)[C:8]2[C:9](=[N:11][N:12]([CH2:14][C:15]3[CH:48]=[N:47][CH:46]=[CH:45][C:44]=3[Cl:43])[N:13]=2)[N:10]=1)([CH3:2])([CH3:3])[CH3:4], predict the reactants needed to synthesize it. The reactants are: [C:1]([C:5]1[N:6]=[C:7]([N:16]2[CH2:20][CH2:19][C:18]([F:22])([F:21])[CH2:17]2)[C:8]2[C:9](=[N:11][N:12]([CH2:14][CH3:15])[N:13]=2)[N:10]=1)([CH3:4])([CH3:3])[CH3:2].C(C1N=C(N2CCC(F)(F)C2)C2N=NNC=2N=1)(C)(C)C.[Cl:43][C:44]1C=[CH:48][N:47]=[CH:46][C:45]=1CCl. (6) Given the product [CH:7]12[CH2:16][CH:11]([CH2:10][NH:9][CH2:8]1)[CH2:12][C:13]1[CH:14]=[CH:15][C:4]([OH:3])=[CH:5][C:6]2=1, predict the reactants needed to synthesize it. The reactants are: Cl.C[O:3][C:4]1[CH:15]=[CH:14][C:13]2[CH2:12][CH:11]3[CH2:16][CH:7]([CH2:8][NH:9][CH2:10]3)[C:6]=2[CH:5]=1.[OH-].[Na+]. (7) Given the product [Br:20][C:18]1[CH:19]=[C:14]([NH:1][C:2]2[CH:3]=[CH:4][C:5]([N:8]3[CH2:9][CH:10]([OH:12])[CH2:11]3)=[CH:6][N:7]=2)[C:15](=[O:22])[N:16]([CH3:21])[CH:17]=1, predict the reactants needed to synthesize it. The reactants are: [NH2:1][C:2]1[N:7]=[CH:6][C:5]([N:8]2[CH2:11][CH:10]([OH:12])[CH2:9]2)=[CH:4][CH:3]=1.Br[C:14]1[C:15](=[O:22])[N:16]([CH3:21])[CH:17]=[C:18]([Br:20])[CH:19]=1.C(=O)([O-])[O-].[Cs+].[Cs+].CC1(C)C2C(=C(P(C3C=CC=CC=3)C3C=CC=CC=3)C=CC=2)OC2C(P(C3C=CC=CC=3)C3C=CC=CC=3)=CC=CC1=2. (8) Given the product [F:1][C:2]1[CH:3]=[CH:4][C:5]([O:22][CH3:23])=[C:6]([C:8]2[CH:17]=[CH:16][C:15]([NH2:18])=[C:14]3[C:9]=2[CH2:10][CH2:11][N:12]([CH3:21])[CH2:13]3)[CH:7]=1, predict the reactants needed to synthesize it. The reactants are: [F:1][C:2]1[CH:3]=[CH:4][C:5]([O:22][CH3:23])=[C:6]([C:8]2[CH:17]=[CH:16][C:15]([N+:18]([O-])=O)=[C:14]3[C:9]=2[CH2:10][CH2:11][N:12]([CH3:21])[CH2:13]3)[CH:7]=1.C.O.NN. (9) Given the product [OH:1][C:2]1[CH:3]=[CH:4][C:5]2[C:9]([C:10]([C:12]3[CH:40]=[CH:39][C:15]([O:16][CH2:17][CH2:18][CH2:19][CH2:20][CH2:21][CH:22]([CH2:29][CH2:30][CH2:31][C:32]([F:38])([F:37])[C:33]([F:34])([F:35])[F:36])[C:23]([OH:25])=[O:24])=[CH:14][CH:13]=3)=[O:11])=[C:8]([C:41]3[CH:42]=[CH:43][C:44]([OH:47])=[CH:45][CH:46]=3)[S:7][C:6]=2[CH:48]=1, predict the reactants needed to synthesize it. The reactants are: [OH:1][C:2]1[CH:3]=[CH:4][C:5]2[C:9]([C:10]([C:12]3[CH:40]=[CH:39][C:15]([O:16][CH2:17][CH2:18][CH2:19][CH2:20][CH2:21][C:22]([CH2:29][CH2:30][CH2:31][C:32]([F:38])([F:37])[C:33]([F:36])([F:35])[F:34])(C(O)=O)[C:23]([OH:25])=[O:24])=[CH:14][CH:13]=3)=[O:11])=[C:8]([C:41]3[CH:46]=[CH:45][C:44]([OH:47])=[CH:43][CH:42]=3)[S:7][C:6]=2[CH:48]=1. (10) Given the product [Cl:22][C:16]1[C:17]([Cl:21])=[CH:18][CH:19]=[CH:20][C:15]=1[S:12]([NH:11][C:5]1[C:4]([O:33][CH2:31][C:30]2[O:35][CH:23]=[CH:24][CH:25]=2)=[N:9][C:8]([CH3:10])=[CH:7][N:6]=1)(=[O:14])=[O:13], predict the reactants needed to synthesize it. The reactants are: [H-].[Na+].Br[C:4]1[C:5]([NH:11][S:12]([C:15]2[CH:20]=[CH:19][CH:18]=[C:17]([Cl:21])[C:16]=2[Cl:22])(=[O:14])=[O:13])=[N:6][CH:7]=[C:8]([CH3:10])[N:9]=1.[C:23]([OH:35])(=O)[CH2:24][C:25]([CH2:30][C:31]([OH:33])=O)(C(O)=O)O.